Dataset: Full USPTO retrosynthesis dataset with 1.9M reactions from patents (1976-2016). Task: Predict the reactants needed to synthesize the given product. (1) Given the product [Cl:1][C:2]1[CH:7]=[C:6]([CH:8]=[N:18][OH:19])[CH:5]=[CH:4][C:3]=1[CH2:10][NH:11][C:12]([CH:14]1[CH2:16][CH2:15]1)=[O:13], predict the reactants needed to synthesize it. The reactants are: [Cl:1][C:2]1[CH:7]=[C:6]([CH:8]=O)[CH:5]=[CH:4][C:3]=1[CH2:10][NH:11][C:12]([CH:14]1[CH2:16][CH2:15]1)=[O:13].Cl.[NH2:18][OH:19]. (2) The reactants are: Br[CH2:2][C:3](=O)[CH2:4][C:5]1[CH:10]=[CH:9][C:8]([N+:11]([O-:13])=[O:12])=[CH:7][CH:6]=1.[C:15]([NH2:18])(=[S:17])[CH3:16]. Given the product [CH3:16][C:15]1[S:17][CH:2]=[C:3]([CH2:4][C:5]2[CH:10]=[CH:9][C:8]([N+:11]([O-:13])=[O:12])=[CH:7][CH:6]=2)[N:18]=1, predict the reactants needed to synthesize it. (3) Given the product [C:32]([C:26]1([CH:29]=[C:30]2[CH2:7][CH2:6][N:5]([C:8]3[CH:13]=[CH:12][C:11]([N:14]4[CH2:18][C@H:17]([CH2:19][NH:20][C:21](=[O:23])[CH3:22])[O:16][C:15]4=[O:24])=[CH:10][C:9]=3[F:25])[CH2:4][CH2:3]2)[CH2:27][CH2:28]1)#[N:36], predict the reactants needed to synthesize it. The reactants are: O=C1[CH2:7][CH2:6][N:5]([C:8]2[CH:13]=[CH:12][C:11]([N:14]3[CH2:18][C@H:17]([CH2:19][NH:20][C:21](=[O:23])[CH3:22])[O:16][C:15]3=[O:24])=[CH:10][C:9]=2[F:25])[CH2:4][CH2:3]1.[CH:26]1([CH2:29][C:30]#N)[CH2:28][CH2:27]1.[C:32]([O-])(=O)C.[NH4+:36]. (4) Given the product [C:1]([O:5][C:6]([N:8]1[CH2:17][CH2:16][C:15]2[C@:10]([CH2:28][O:29][CH2:33][CH3:34])([CH2:11][C:12]3[CH:20]=[N:19][N:18]([C:21]4[CH:26]=[CH:25][C:24]([F:27])=[CH:23][CH:22]=4)[C:13]=3[CH:14]=2)[CH2:9]1)=[O:7])([CH3:4])([CH3:3])[CH3:2], predict the reactants needed to synthesize it. The reactants are: [C:1]([O:5][C:6]([N:8]1[CH2:17][CH2:16][C:15]2[C@:10]([CH2:28][OH:29])([CH2:11][C:12]3[CH:20]=[N:19][N:18]([C:21]4[CH:26]=[CH:25][C:24]([F:27])=[CH:23][CH:22]=4)[C:13]=3[CH:14]=2)[CH2:9]1)=[O:7])([CH3:4])([CH3:3])[CH3:2].[H-].[Na+].I[CH2:33][CH3:34]. (5) The reactants are: [Br:1][C:2]1[CH:3]=[C:4]2[C:9](=[CH:10][CH:11]=1)[N:8]=[CH:7][C:6]([C:12]([CH:14]1[CH2:16][CH2:15]1)=[O:13])=[C:5]2Cl.[CH3:18][N:19]([CH2:21][C:22]1[CH:23]=[C:24]([CH:26]=[CH:27][CH:28]=1)[NH2:25])[CH3:20]. Given the product [Br:1][C:2]1[CH:3]=[C:4]2[C:9](=[CH:10][CH:11]=1)[N:8]=[CH:7][C:6]([C:12]([CH:14]1[CH2:16][CH2:15]1)=[O:13])=[C:5]2[NH:25][C:24]1[CH:26]=[CH:27][CH:28]=[C:22]([CH2:21][N:19]([CH3:20])[CH3:18])[CH:23]=1, predict the reactants needed to synthesize it. (6) Given the product [N+:8]([C:5]1[CH:6]=[CH:7][C:2]([CH:14]([C:15]([O:17][CH2:18][CH3:19])=[O:16])[C:13]([O:21][C:22]([CH3:25])([CH3:23])[CH3:24])=[O:20])=[N:3][CH:4]=1)([O-:10])=[O:9], predict the reactants needed to synthesize it. The reactants are: Cl[C:2]1[CH:7]=[CH:6][C:5]([N+:8]([O-:10])=[O:9])=[CH:4][N:3]=1.[H-].[Na+].[C:13]([O:21][C:22]([CH3:25])([CH3:24])[CH3:23])(=[O:20])[CH2:14][C:15]([O:17][CH2:18][CH3:19])=[O:16]. (7) Given the product [N:1]([C@@H:4]1[CH2:24][CH2:23][C@@:22]2([CH3:25])[C@@H:6]([CH2:7][CH2:8][C@@H:9]3[C@@H:21]2[CH2:20][CH2:19][C@@:18]2([CH3:26])[C@H:10]3[CH2:11][CH2:12][C@@H:13]2[C:14](=[O:17])[CH2:15][N:27]=[N+:28]=[N-:29])[CH2:5]1)=[N+:2]=[N-:3], predict the reactants needed to synthesize it. The reactants are: [N:1]([C@@H:4]1[CH2:24][CH2:23][C@@:22]2([CH3:25])[C@@H:6]([CH2:7][CH2:8][C@@H:9]3[C@@H:21]2[CH2:20][CH2:19][C@@:18]2([CH3:26])[C@H:10]3[CH2:11][CH2:12][C@@H:13]2[C:14](=[O:17])[CH2:15]Br)[CH2:5]1)=[N+:2]=[N-:3].[N-:27]=[N+:28]=[N-:29].[Na+].O.C(OCC)(=O)C. (8) Given the product [Cl:1][C:2]1[CH:17]=[C:16]([F:18])[CH:15]=[CH:14][C:3]=1[O:4][C:5]1[CH:12]=[CH:11][CH:10]=[C:9]([CH3:13])[C:6]=1[C:7]([OH:20])=[O:8], predict the reactants needed to synthesize it. The reactants are: [Cl:1][C:2]1[CH:17]=[C:16]([F:18])[CH:15]=[CH:14][C:3]=1[O:4][C:5]1[CH:12]=[CH:11][CH:10]=[C:9]([CH3:13])[C:6]=1[CH:7]=[O:8].P([O-])(O)(O)=[O:20].[Na+].CC(=CC)C.Cl([O-])=O.[Na+].Cl.S([O-])([O-])=O.[Na+].[Na+].